Dataset: Full USPTO retrosynthesis dataset with 1.9M reactions from patents (1976-2016). Task: Predict the reactants needed to synthesize the given product. (1) Given the product [S:1]1[C:5]2[CH:6]=[CH:7][CH:8]=[CH:9][C:4]=2[N:3]=[C:2]1[N:10]1[C:14](=[O:15])/[C:13](=[CH:23]/[C:22]2[CH:25]=[CH:26][C:19]([N:18]([CH3:27])[CH3:17])=[CH:20][CH:21]=2)/[C:12]([CH3:16])=[N:11]1, predict the reactants needed to synthesize it. The reactants are: [S:1]1[C:5]2[CH:6]=[CH:7][CH:8]=[CH:9][C:4]=2[N:3]=[C:2]1[N:10]1[C:14](=[O:15])[CH2:13][C:12]([CH3:16])=[N:11]1.[CH3:17][N:18]([CH3:27])[C:19]1[CH:26]=[CH:25][C:22]([CH:23]=O)=[CH:21][CH:20]=1.N1CCCCC1. (2) Given the product [Cl:20][C:15]1[CH:16]=[CH:17][CH:18]=[C:2]([F:1])[C:3]=1[C:4]([NH:6][C:7]1[C:8]([C:12]([OH:14])=[O:13])=[N:9][NH:10][CH:11]=1)=[O:5], predict the reactants needed to synthesize it. The reactants are: [F:1][C:2]1[CH:18]=[CH:17][CH:16]=[C:15](F)[C:3]=1[C:4]([NH:6][C:7]1[C:8]([C:12]([OH:14])=[O:13])=[N:9][NH:10][CH:11]=1)=[O:5].[Cl:20]C1C=CC=C(F)C=1C(O)=O. (3) Given the product [F:28][C:29]([F:48])([F:47])[S:30]([O:18][C:12]1[CH:13]=[CH:14][C:15]2[CH2:16][CH2:17][CH:8]([NH:7][C:6]([O:5][C:1]([CH3:4])([CH3:2])[CH3:3])=[O:27])[CH:9]([CH2:19][C:20]3[CH:25]=[CH:24][C:23]([Cl:26])=[CH:22][CH:21]=3)[C:10]=2[CH:11]=1)(=[O:32])=[O:31], predict the reactants needed to synthesize it. The reactants are: [C:1]([O:5][C:6](=[O:27])[NH:7][CH:8]1[CH2:17][CH2:16][C:15]2[C:10](=[CH:11][C:12]([OH:18])=[CH:13][CH:14]=2)[CH:9]1[CH2:19][C:20]1[CH:25]=[CH:24][C:23]([Cl:26])=[CH:22][CH:21]=1)([CH3:4])([CH3:3])[CH3:2].[F:28][C:29]([F:48])([F:47])[S:30](N(C1C=CC=CC=1)[S:30]([C:29]([F:48])([F:47])[F:28])(=[O:32])=[O:31])(=[O:32])=[O:31].C(N(CC)CC)C.